This data is from Full USPTO retrosynthesis dataset with 1.9M reactions from patents (1976-2016). The task is: Predict the reactants needed to synthesize the given product. (1) Given the product [N:10]1([C:6]2[CH:5]=[C:4]([CH:9]=[CH:8][CH:7]=2)[C:3]([OH:16])=[O:2])[CH2:11][CH2:12][O:13][CH2:14][CH2:15]1, predict the reactants needed to synthesize it. The reactants are: C[O:2][C:3](=[O:16])[C:4]1[CH:9]=[CH:8][CH:7]=[C:6]([N:10]2[CH2:15][CH2:14][O:13][CH2:12][CH2:11]2)[CH:5]=1.COC(=O)C1C=CC=C(N2CCCC2)C=1. (2) Given the product [NH:32]([C:44]([O:46][CH2:47][C:48]1[CH:49]=[CH:50][CH:51]=[CH:52][CH:53]=1)=[O:45])[C@H:33]([C:41]([NH:10][C@H:11]([C:22]([N:24]1[CH2:31][CH2:30][CH2:29][C@H:25]1[C:26]([OH:28])=[O:27])=[O:23])[CH2:12][C:13]1[C:21]2[C:16](=[CH:17][CH:18]=[CH:19][CH:20]=2)[NH:15][CH:14]=1)=[O:42])[CH2:34][CH2:35][CH2:36][NH:37][C:38](=[NH:39])[NH2:40], predict the reactants needed to synthesize it. The reactants are: CCN(C(C)C)C(C)C.[NH2:10][C@H:11]([C:22]([N:24]1[CH2:31][CH2:30][CH2:29][C@H:25]1[C:26]([OH:28])=[O:27])=[O:23])[CH2:12][C:13]1[C:21]2[C:16](=[CH:17][CH:18]=[CH:19][CH:20]=2)[NH:15][CH:14]=1.[NH:32]([C:44]([O:46][CH2:47][C:48]1[CH:53]=[CH:52][CH:51]=[CH:50][CH:49]=1)=[O:45])[C@H:33]([C:41](O)=[O:42])[CH2:34][CH2:35][CH2:36][NH:37][C:38](=[NH:40])[NH2:39].Cl.N1C=CC=CC=1.C(Cl)(=O)C(C)(C)C. (3) Given the product [OH:27][CH:9]([CH:10]([OH:22])[CH2:11][CH2:12][CH2:13][CH2:14][CH2:15][CH2:16][CH2:17][CH3:18])[CH2:8][CH2:7][CH2:6][CH2:5][CH2:4][CH2:3][CH2:2][C:1]([O:20][CH3:21])=[O:19].[CH3:39][O:38][C@H:37]1[C@H:33]2[O:32][CH2:31][C@H:30]([O:29][CH3:28])[C@H:34]2[O:35][CH2:36]1, predict the reactants needed to synthesize it. The reactants are: [C:1]([O:20][CH3:21])(=[O:19])[CH2:2][CH2:3][CH2:4][CH2:5][CH2:6][CH2:7][CH2:8]/[CH:9]=[CH:10]\[CH2:11][CH2:12][CH2:13][CH2:14][CH2:15][CH2:16][CH2:17][CH3:18].[OH:22]P(O)(O)=O.[OH2:27].[CH3:28][O:29][C@H:30]1[C@H:34]2[O:35][CH2:36][C@H:37]([O:38][CH3:39])[C@H:33]2[O:32][CH2:31]1. (4) The reactants are: [CH3:1][S:2]([C:5]1[CH:10]=[CH:9][CH:8]=[CH:7][C:6]=1[S:11](Cl)(=[O:13])=[O:12])(=[O:4])=[O:3].[H-].[Na+].[CH3:17][C:18]([CH3:31])([CH3:30])[C:19]([O:21][NH:22][C:23]([O:25][C:26]([CH3:29])([CH3:28])[CH3:27])=[O:24])=[O:20]. Given the product [CH3:17][C:18]([CH3:31])([CH3:30])[C:19]([O:21][N:22]([S:11]([C:6]1[CH:7]=[CH:8][CH:9]=[CH:10][C:5]=1[S:2]([CH3:1])(=[O:4])=[O:3])(=[O:13])=[O:12])[C:23](=[O:24])[O:25][C:26]([CH3:29])([CH3:28])[CH3:27])=[O:20], predict the reactants needed to synthesize it.